From a dataset of Reaction yield outcomes from USPTO patents with 853,638 reactions. Predict the reaction yield, written as a fraction of the theoretical maximum amount of product (1.0 means a 100% yield; for example, 0.34 means a 34% yield). (1) The reactants are [O:1]=[C:2]1[NH:6][C:5]2[CH:7]=[CH:8][C:9]([C:11](OC)=[O:12])=[CH:10][C:4]=2[O:3]1.[H-].[Al+3].[Li+].[H-].[H-].[H-].O.[OH-].[Na+]. The catalyst is C1COCC1.CO. The product is [OH:12][CH2:11][C:9]1[CH:8]=[CH:7][C:5]2[NH:6][C:2](=[O:1])[O:3][C:4]=2[CH:10]=1. The yield is 0.260. (2) The reactants are [BH4-].[Na+].[CH3:3][O:4][CH2:5][O:6][C:7]1[CH:8]=[C:9]([C:13]2[N:14]=[C:15]([N:25]3[CH2:30][CH2:29][O:28][CH2:27][CH2:26]3)[C:16]3[N:22]=[CH:21][C:20]([CH:23]=[O:24])=[CH:19][C:17]=3[N:18]=2)[CH:10]=[CH:11][CH:12]=1. The catalyst is CO. The product is [CH3:3][O:4][CH2:5][O:6][C:7]1[CH:8]=[C:9]([C:13]2[N:14]=[C:15]([N:25]3[CH2:30][CH2:29][O:28][CH2:27][CH2:26]3)[C:16]3[N:22]=[CH:21][C:20]([CH2:23][OH:24])=[CH:19][C:17]=3[N:18]=2)[CH:10]=[CH:11][CH:12]=1. The yield is 0.980.